From a dataset of Experimentally validated miRNA-target interactions with 360,000+ pairs, plus equal number of negative samples. Binary Classification. Given a miRNA mature sequence and a target amino acid sequence, predict their likelihood of interaction. (1) The miRNA is mmu-miR-743b-3p with sequence GAAAGACAUCAUGCUGAAUAGA. The protein sequence of the target gene is MASPLTRFLSLNLLLLGESIILGSGEAKPQAPELRIFPKKMDAELGQKVDLVCEVLGSVSQGCSWLFQNSSSKLPQPTFVVYMASSHNKITWDEKLNSSKLFSAMRDTNNKYVLTLNKFSKENEGYYFCSVISNSVMYFSSVVPVLQKVNSTTTKPVLRTPSPVHPTGTSQPQRPEDCRPRGSVKGTGLDFACDIYIWAPLAGICVALLLSLIITLICYHRSRKRVCKCPRPLVRQEGKPRPSEKIV. Result: 1 (interaction). (2) The miRNA is ath-miR859 with sequence UCUCUCUGUUGUGAAGUCAAA. The protein sequence of the target gene is MATLLLLLGVLVVSPDALGSTTAVQTPTSGEPLVSTSEPLSSKMYTTSITSDPKADSTGDQTSALPPSTSINEGSPLWTSIGASTGSPLPEPTTYQEVSIKMSSVPQETPHATSHPAVPITANSLGSHTVTGGTITTNSPETSSRTSGAPVTTAASSLETSRGTSGPPLTMATVSLETSKGTSGPPVTMATDSLETSTGTTGPPVTMTTGSLEPSSGASGPQVSSVKLSTMMSPTTSTNASTVPFRNPDENSRGMLPVAVLVALLAVIVLVALLLLWRRRQKRRTGALVLSRGGKRNGVV.... Result: 0 (no interaction). (3) The miRNA is hsa-let-7f-2-3p with sequence CUAUACAGUCUACUGUCUUUCC. The protein sequence of the target gene is MSLEDPFFVVRGEVQKAVNTARGLYQRWCELLQESAAVGREELDWTTNELRNGLRSIEWDLEDLEETIGIVEANPGKFKLPAGDLQERKVFVERMREAVQEMKDHMVSPTAVAFLERNNREILAGKPAAQKSPSDLLDASAVSATSRYIEEQQATQQLIMDEQDQQLEMVSGSIQVLKHMSGRVGEELDEQGIMLDAFAQEMDHTQSRMDGVLRKLAKVSHMTSDRRQWCAIAVLVGVLLLVLILLFSL. Result: 0 (no interaction). (4) The miRNA is hsa-miR-4716-3p with sequence AAGGGGGAAGGAAACAUGGAGA. The protein sequence of the target gene is MVSWMISRAVVLVFGMLYPAYYSYKAVKTKNVKEYVRWMMYWIVFALYTVIETVADQTVAWFPLYYELKIAFVIWLLSPYTKGASLIYRKFLHPLLSSKEREIDDYIVQAKERGYETMVNFGRQGLNLAATAAVTAAVKSQGAITERLRSFSMHDLTTIQGDEPVGQRPYQPLPEAKKKSKPAPSESAGYGIPLKDGDEKTDEEAEGPYSDNEMLTHKGLRRSQSMKSVKTTKGRKEVRYGSLKYKVKKRPQVYF. Result: 1 (interaction). (5) The miRNA is hsa-miR-125a-5p with sequence UCCCUGAGACCCUUUAACCUGUGA. The protein sequence of the target gene is MATLACRVQFLDDTDPFNSTNFPEPSRPPLFTFREDLALGTQLAGVHRLLRAPHKLDDCTLQLSHNGAYLDLEATLAEQRDELEGFQDDTGRGKKNSIILRTQLSVRVHACIEKLYNSSGRDLRRALFSLKQIFQDDKDLVHEFVIAEGLTCLIKVGAEADQNYQNYILRALGQIMLYVDGMNGVINHSETIQWLYTLVGSKFRLVVKTALKLLLVFVEYSESNAPLLIQAVSAVDTKRGVKPWSNIMEILEEKDGVDTELLVYAMTLVNKTLAGLPDQDTFYDVVDCLEELGIAAVSQR.... Result: 0 (no interaction). (6) The miRNA is hsa-miR-4703-3p with sequence UGUAGUUGUAUUGUAUUGCCAC. The protein sequence of the target gene is MGKRLDQPQMYPQYTYYYPHYLQTKQSYAPAPHPMAPPSPSTNSSSNNSSNNSSGEQLSKTNLYIRGLPPGTTDQDLIKLCQPYGKIVSTKAILDKNTNQCKGYGFVDFDSPAAAQKAVASLKANGVQAQMAKQQEQDPTNLYISNLPISMDEQELENMLKPFGHVISTRILRDANGVSRGVGFARMESTEKCEVVIQHFNGKYLKTPPGIPAPSEPLLCKFADGGQKKRQNQSKYTQNGRPWPREGEAGMALTYDPTAAIQNGFYSSPYSIATNRMIPQTSITPFIAASPVSTYQVQST.... Result: 1 (interaction).